This data is from Forward reaction prediction with 1.9M reactions from USPTO patents (1976-2016). The task is: Predict the product of the given reaction. (1) Given the reactants [OH:1][CH2:2][C@@H:3]1[C@@H:7]([OH:8])[CH2:6][CH:5]([O:9][CH3:10])[O:4]1.[CH3:11][C:12]1[CH:20]=[CH:19][C:15]([C:16](Cl)=[O:17])=[CH:14][CH:13]=1, predict the reaction product. The product is: [CH3:11][C:12]1[CH:20]=[CH:19][C:15]([C:16]([O:8][C@H:7]2[CH2:6][CH:5]([O:9][CH3:10])[O:4][C@@H:3]2[CH2:2][O:1][C:16](=[O:17])[C:15]2[CH:19]=[CH:20][C:12]([CH3:11])=[CH:13][CH:14]=2)=[O:17])=[CH:14][CH:13]=1. (2) Given the reactants [Si]([O:8][C@@H:9]1[C@@H:13]([CH2:14][O:15][C:16]([C:33]2[CH:38]=[CH:37][CH:36]=[CH:35][CH:34]=2)([C:25]2[CH:30]=[CH:29][C:28]([O:31][CH3:32])=[CH:27][CH:26]=2)[C:17]2[CH:22]=[CH:21][C:20]([O:23][CH3:24])=[CH:19][CH:18]=2)[O:12][C@@H:11]([N:39]2[C:48]3[N:47]=[CH:46][N:45]=[C:43]([NH2:44])[C:42]=3[N:41]=[CH:40]2)[CH2:10]1)(C(C)(C)C)(C)C.C1(C(=CC=CC=1)O)O, predict the reaction product. The product is: [CH3:24][O:23][C:20]1[CH:21]=[CH:22][C:17]([C:16]([O:15][CH2:14][C@H:13]2[O:12][C@@H:11]([N:39]3[C:48]4[N:47]=[CH:46][N:45]=[C:43]([NH2:44])[C:42]=4[N:41]=[CH:40]3)[CH2:10][C@@H:9]2[OH:8])([C:33]2[CH:34]=[CH:35][CH:36]=[CH:37][CH:38]=2)[C:25]2[CH:30]=[CH:29][C:28]([O:31][CH3:32])=[CH:27][CH:26]=2)=[CH:18][CH:19]=1. (3) Given the reactants [F:1][C:2]1[CH:7]=[CH:6][C:5]([N:8]2[C:16]3[CH:15]=[C:14]4[CH2:17][CH2:18][C@H:19]5[C:24]([C@@:13]4([CH3:32])[CH2:12][C:11]=3[CH:10]=[N:9]2)=[CH:23][CH2:22][C@@H:21]([C:25]([F:28])([F:27])[F:26])[C@@H:20]5[C:29]([NH2:31])=O)=[CH:4][CH:3]=1.N1C(Cl)=NC(Cl)=NC=1Cl, predict the reaction product. The product is: [F:1][C:2]1[CH:7]=[CH:6][C:5]([N:8]2[C:16]3[CH:15]=[C:14]4[CH2:17][CH2:18][C@H:19]5[C:24]([C@@:13]4([CH3:32])[CH2:12][C:11]=3[CH:10]=[N:9]2)=[CH:23][CH2:22][C@@H:21]([C:25]([F:26])([F:28])[F:27])[C@@H:20]5[C:29]#[N:31])=[CH:4][CH:3]=1. (4) Given the reactants [OH:1]/[N:2]=[CH:3]/[C:4]([NH:7][C:8](=[O:14])[O:9][C:10]([CH3:13])([CH3:12])[CH3:11])([CH3:6])[CH3:5].Cl.C1C(=O)N([Cl:23])C(=O)C1, predict the reaction product. The product is: [Cl:23]/[C:3](=[N:2]\[OH:1])/[C:4]([NH:7][C:8](=[O:14])[O:9][C:10]([CH3:13])([CH3:12])[CH3:11])([CH3:6])[CH3:5]. (5) Given the reactants [C:1]([O:5][C:6]([N:8]1[CH2:13][CH2:12][CH2:11][CH2:10][C@H:9]1[CH:14]([C:35]1[CH:40]=[CH:39][CH:38]=[C:37]([C:41]([O:43][CH2:44]C)=[O:42])[CH:36]=1)[O:15][C:16]([NH:18][C:19]1[CH:20]=[C:21]2[C:25](=[CH:26][CH:27]=1)[N:24](C(OC(C)(C)C)=O)[N:23]=[CH:22]2)=[O:17])=[O:7])([CH3:4])([CH3:3])[CH3:2].O.[OH-].[Li+].CO, predict the reaction product. The product is: [NH:24]1[C:25]2[C:21](=[CH:20][C:19]([NH:18][C:16]([O:15][CH:14]([C:35]3[CH:40]=[CH:39][CH:38]=[C:37]([C:41]([O:43][CH3:44])=[O:42])[CH:36]=3)[C@@H:9]3[CH2:10][CH2:11][CH2:12][CH2:13][N:8]3[C:6]([O:5][C:1]([CH3:4])([CH3:3])[CH3:2])=[O:7])=[O:17])=[CH:27][CH:26]=2)[CH:22]=[N:23]1. (6) Given the reactants [Cl:1]C(OC(Cl)C)=O.C([N:21]1[CH2:24][CH:23]([O:25][CH2:26][C:27]2[S:28][CH:29]=[CH:30][C:31]=2[CH3:32])[CH2:22]1)(C1C=CC=CC=1)C1C=CC=CC=1.C(O)C, predict the reaction product. The product is: [ClH:1].[CH3:32][C:31]1[CH:30]=[CH:29][S:28][C:27]=1[CH2:26][O:25][CH:23]1[CH2:22][NH:21][CH2:24]1. (7) The product is: [N:18]1[CH:23]=[CH:22][C:21]([CH2:24][CH2:25][CH2:26][NH:27][C:28]([C:30]2[S:31][C:32]([C:35]([NH:37][N:38]=[C:15]([C:12]3[C:13]([OH:14])=[C:9]([C:4]4[CH:5]=[CH:6][C:7]([Cl:8])=[C:2]([Cl:1])[CH:3]=4)[S:10][CH:11]=3)[CH3:17])=[O:36])=[CH:33][CH:34]=2)=[O:29])=[CH:20][CH:19]=1. Given the reactants [Cl:1][C:2]1[CH:3]=[C:4]([C:9]2[S:10][CH:11]=[C:12]([C:15]([CH3:17])=O)[C:13]=2[OH:14])[CH:5]=[CH:6][C:7]=1[Cl:8].[N:18]1[CH:23]=[CH:22][C:21]([CH2:24][CH2:25][CH2:26][NH:27][C:28]([C:30]2[S:31][C:32]([C:35]([NH:37][NH2:38])=[O:36])=[CH:33][CH:34]=2)=[O:29])=[CH:20][CH:19]=1.O, predict the reaction product. (8) Given the reactants C([O:4][CH:5]1[CH2:10][CH2:9][CH:8]([C:11](=O)[CH2:12][N:13]2[C:22]3[CH:21]=[CH:20][NH:19][C:18](=[O:23])[C:17]=3[C:16]3[CH:24]=[C:25]([F:28])[CH:26]=[CH:27][C:15]=3[C:14]2=O)[CH2:7][CH2:6]1)(=O)C.C([O-])(=O)C.[NH4+:35], predict the reaction product. The product is: [F:28][C:25]1[CH:26]=[CH:27][C:15]2[C:14]3[N:13]([CH:12]=[C:11]([CH:8]4[CH2:7][CH2:6][CH:5]([OH:4])[CH2:10][CH2:9]4)[N:35]=3)[C:22]3[CH:21]=[CH:20][NH:19][C:18](=[O:23])[C:17]=3[C:16]=2[CH:24]=1.